The task is: Predict the product of the given reaction.. This data is from Forward reaction prediction with 1.9M reactions from USPTO patents (1976-2016). Given the reactants Br[C:2]1[N:19]([CH2:20][O:21][CH2:22][CH2:23][Si:24]([CH3:27])([CH3:26])[CH3:25])[C:5]2[CH:6]=[N:7][N:8]([CH2:11][O:12][CH2:13][CH2:14][Si:15]([CH3:18])([CH3:17])[CH3:16])[C:9](=[O:10])[C:4]=2[C:3]=1[CH3:28].[CH:29]1([O:32][C:33]2[CH:34]=[C:35](B3OC(C)(C)C(C)(C)O3)[CH:36]=[CH:37][C:38]=2[O:39][CH:40]([F:42])[F:41])[CH2:31][CH2:30]1.C1(C)C=CC=CC=1.P([O-])([O-])([O-])=O.[K+].[K+].[K+], predict the reaction product. The product is: [CH:29]1([O:32][C:33]2[CH:34]=[C:35]([C:2]3[N:19]([CH2:20][O:21][CH2:22][CH2:23][Si:24]([CH3:27])([CH3:26])[CH3:25])[C:5]4[CH:6]=[N:7][N:8]([CH2:11][O:12][CH2:13][CH2:14][Si:15]([CH3:18])([CH3:16])[CH3:17])[C:9](=[O:10])[C:4]=4[C:3]=3[CH3:28])[CH:36]=[CH:37][C:38]=2[O:39][CH:40]([F:41])[F:42])[CH2:30][CH2:31]1.